From a dataset of Catalyst prediction with 721,799 reactions and 888 catalyst types from USPTO. Predict which catalyst facilitates the given reaction. (1) Reactant: [F:1][C:2]1[CH:3]=[C:4]([N:9]2[C:14](=[O:15])[C:13]([O:16][CH2:17][CH2:18][C@H:19]([O:21][Si:22]([C:25]([CH3:28])([CH3:27])[CH3:26])([CH3:24])[CH3:23])[CH3:20])=[C:12](Br)[CH:11]=[N:10]2)[CH:5]=[CH:6][C:7]=1[F:8].[CH3:30][S:31][C:32]1[CH:37]=[CH:36][C:35](B(O)O)=[CH:34][CH:33]=1.[O-]P([O-])([O-])=O.[K+].[K+].[K+].C(O)(C)C. Product: [F:1][C:2]1[CH:3]=[C:4]([N:9]2[C:14](=[O:15])[C:13]([O:16][CH2:17][CH2:18][C@H:19]([O:21][Si:22]([C:25]([CH3:28])([CH3:27])[CH3:26])([CH3:24])[CH3:23])[CH3:20])=[C:12]([C:35]3[CH:36]=[CH:37][C:32]([S:31][CH3:30])=[CH:33][CH:34]=3)[CH:11]=[N:10]2)[CH:5]=[CH:6][C:7]=1[F:8]. The catalyst class is: 189. (2) Reactant: [F:1][C:2]1[CH:7]=[CH:6][C:5]([CH:8]2[CH2:17][C:16]3[C:11](=[CH:12][CH:13]=[C:14]([CH3:18])[CH:15]=3)[NH:10][CH2:9]2)=[CH:4][CH:3]=1.Cl.[N:20]([O-])=[O:21].[Na+]. Product: [F:1][C:2]1[CH:7]=[CH:6][C:5]([CH:8]2[CH2:17][C:16]3[C:11](=[CH:12][CH:13]=[C:14]([CH3:18])[CH:15]=3)[N:10]([N:20]=[O:21])[CH2:9]2)=[CH:4][CH:3]=1. The catalyst class is: 40. (3) Reactant: CS(O[CH2:6][CH2:7][C:8]1[CH:13]=[CH:12][C:11]([NH:14][C:15]2[N:24]=[CH:23][C:22]3[CH2:21][C@H:20]([C:25]4[CH:30]=[CH:29][CH:28]=[CH:27][C:26]=4[Cl:31])[C:19]4[CH:32]=[CH:33][CH:34]=[CH:35][C:18]=4[C:17]=3[N:16]=2)=[CH:10][CH:9]=1)(=O)=O.[CH3:36][O:37][CH2:38][CH2:39][N:40]1[CH2:45][CH2:44][N:43](CCN)[CH2:42][CH2:41]1. Product: [ClH:31].[Cl:31][C:26]1[CH:27]=[CH:28][CH:29]=[CH:30][C:25]=1[C@@H:20]1[C:19]2[CH:32]=[CH:33][CH:34]=[CH:35][C:18]=2[C:17]2[N:16]=[C:15]([NH:14][C:11]3[CH:10]=[CH:9][C:8]([CH2:7][CH2:6][N:43]4[CH2:44][CH2:45][N:40]([CH2:39][CH2:38][O:37][CH3:36])[CH2:41][CH2:42]4)=[CH:13][CH:12]=3)[N:24]=[CH:23][C:22]=2[CH2:21]1. The catalyst class is: 66.